Dataset: Forward reaction prediction with 1.9M reactions from USPTO patents (1976-2016). Task: Predict the product of the given reaction. Given the reactants [CH:1]1([C@H:7]([NH:32][C:33](=[O:38])[C@H:34]([CH3:37])[NH:35][CH3:36])[C:8]([N:10]2[C@H:15]([C:16]([NH:18][C@H:19]3[C:28]4[C:23](=[CH:24][CH:25]=[CH:26][CH:27]=4)[O:22][CH2:21][CH2:20]3)=[O:17])[CH2:14][N:13]3[CH2:29][CH2:30][CH2:31][C@@H:12]3[CH2:11]2)=[O:9])[CH2:6][CH2:5][CH2:4][CH2:3][CH2:2]1.C(OCC)(=O)C.[ClH:45], predict the reaction product. The product is: [ClH:45].[ClH:45].[CH:1]1([C@H:7]([NH:32][C:33](=[O:38])[C@H:34]([CH3:37])[NH:35][CH3:36])[C:8]([N:10]2[C@H:15]([C:16]([NH:18][C@H:19]3[C:28]4[C:23](=[CH:24][CH:25]=[CH:26][CH:27]=4)[O:22][CH2:21][CH2:20]3)=[O:17])[CH2:14][N:13]3[CH2:29][CH2:30][CH2:31][C@@H:12]3[CH2:11]2)=[O:9])[CH2:6][CH2:5][CH2:4][CH2:3][CH2:2]1.